This data is from Full USPTO retrosynthesis dataset with 1.9M reactions from patents (1976-2016). The task is: Predict the reactants needed to synthesize the given product. Given the product [CH3:21][C:18]1([CH3:22])[O:17][CH:16]([CH2:15][O:1][C:2]2[CH:3]=[C:4]3[C:8](=[CH:9][C:10]=2[O:11][CH3:12])[C:7](=[O:13])[CH2:6][CH2:5]3)[CH2:20][O:19]1, predict the reactants needed to synthesize it. The reactants are: [OH:1][C:2]1[CH:3]=[C:4]2[C:8](=[CH:9][C:10]=1[O:11][CH3:12])[C:7](=[O:13])[CH2:6][CH2:5]2.Cl[CH2:15][CH:16]1[CH2:20][O:19][C:18]([CH3:22])([CH3:21])[O:17]1.C(=O)([O-])[O-].[K+].[K+].CN(C=O)C.